From a dataset of Experimentally validated miRNA-target interactions with 360,000+ pairs, plus equal number of negative samples. Binary Classification. Given a miRNA mature sequence and a target amino acid sequence, predict their likelihood of interaction. (1) The miRNA is hsa-miR-633 with sequence CUAAUAGUAUCUACCACAAUAAA. The protein sequence of the target gene is MKAEGGDHSMINLSVQQVLSLWAHGTVLRNLTEMWYWIFLWALFSSLFVHGAAGVLMFVMLQRHRQGRVISVIAVSIGFLASVTGAMITSAAVAGIYRVAGKNMAPLEALVWGVGQTVLTLIISFSRILATL. Result: 0 (no interaction). (2) The miRNA is hsa-miR-6751-5p with sequence UUGGGGGUGAGGUUGGUGUCUGG. The protein sequence of the target gene is MELLMCSGQAESGGSSSTESSSLSGGLRFGQKIYFEDGSGSRSKNRVNTVRKSSTTARCQVEGCRMDLSNVKAYYSRHKVCCIHSKSSKVIVSGLHQRFCQQCSRFHQLSEFDLEKRSCRRRLACHNERRRKPQPTTALFTSHYSRIAPSLYGNPNAAMIKSVLGDPTAWSTARSVMQRPGPWQINPVRETHPHMNVLSHGSSSFTTCPEMINNNSTDSSCALSLLSNSYPIHQQQLQTPTNTWRPSSGFDSMISFSDKVTMAQPPPISTHQPPISTHQQYLSQTWEVIAGEKSNSHYMS.... Result: 0 (no interaction). (3) The miRNA is mmu-miR-1896 with sequence CUCUCUGAUGGUGGGUGAGGAG. The protein sequence of the target gene is MILANAFCLFFFLDETLRSLASPSSPQGSELHGWRPQVDCVRANELCAAESNCSSRYRTLRQCLAGRDRNTMLANKECQAALEVLQESPLYDCRCKRGMKKELQCLQIYWSIHLGLTEGEEFYEASPYEPVTSRLSDIFRLASIFSGTGADPVVSAKSNHCLDAAKACNLNDNCKKLRSSYISICNREISPTERCNRRKCHKALRQFFDRVPSEYTYRMLFCSCQDQACAERRRQTILPSCSYEDKEKPNCLDLRSLCRTDHLCRSRLADFHANCRASYRTITSCPADNYQACLGSYAGM.... Result: 0 (no interaction). (4) The miRNA is mmu-miR-3113-5p with sequence GUCCUGGCCCUGGUCCGGGUCC. The protein sequence of the target gene is MEDRRPHLEARPRNPPANHRGPMDGELPPRARNQTNNPAATNHAGRHLRASNHPAPFRQREERFRAMGRNPHQGRRNQEGHTSDEARDQRQSQNDTRRRNDDQEGRSHRPPWSSDTFQQWHTPPQKPGEQPQQTKRLGYKFLESLLQKEPSEVAITLATSLGLKELLSHSSMKPSFLQLICQVLRKACSSRIDRQSILHVLGILNNSKFLRVCLPAYVVGMITEPSPDIRNQYPEHISNIISLLQDLVSVFPASSMQETSMLISLLPTSLNALRASGVDIEEETEKNLEKVQAIIKYLQE.... Result: 0 (no interaction).